This data is from Catalyst prediction with 721,799 reactions and 888 catalyst types from USPTO. The task is: Predict which catalyst facilitates the given reaction. (1) Reactant: [OH:1][C:2]1[CH:7]=[CH:6][C:5]([N+:8]([O-:10])=[O:9])=[CH:4][C:3]=1[OH:11].C(=O)([O-])[O-].[K+].[K+].[CH3:18][O:19][CH2:20]Cl.[CH2:22]([CH:24]1[O:26][CH2:25]1)Br. Product: [CH3:18][O:19][CH2:20][O:1][C:2]1[CH:7]=[CH:6][C:5]([N+:8]([O-:10])=[O:9])=[CH:4][C:3]=1[O:11][CH2:22][CH:24]1[CH2:25][O:26]1. The catalyst class is: 35. (2) Product: [CH3:40][N:41]1[C:42]2[CH:26]=[CH:27][C:18]([C:16]3[O:17][C:13]([C:3]4[C:4]([C:7]5[CH:12]=[CH:11][CH:10]=[CH:9][CH:8]=5)=[N:5][O:6][C:2]=4[CH3:1])=[N:14][N:15]=3)=[CH:19][C:20]=2[N:24]([CH3:23])[C:43]1=[O:44]. The catalyst class is: 13. Reactant: [CH3:1][C:2]1[O:6][N:5]=[C:4]([C:7]2[CH:12]=[CH:11][CH:10]=[CH:9][CH:8]=2)[C:3]=1[C:13]1[O:17][C:16]([C:18]2[CH:27]=[CH:26]C3N[C:23](=O)[NH:24][C:20]=3[CH:19]=2)=[N:15][N:14]=1.IC.C[Si]([N-][Si](C)(C)C)(C)C.[K+].[CH3:40][N:41]([CH:43]=[O:44])[CH3:42]. (3) Reactant: C([O:5][C:6](=O)[NH:7][CH2:8][CH:9]([C:11]1[C:16]([CH3:17])=[C:15]([Cl:18])[CH:14]=[C:13]([C:19](=[O:21])[CH3:20])[C:12]=1[O:22][CH3:23])[OH:10])(C)(C)C.Cl.C(N(CC)CC)C.[Cl:33][CH2:34]C(Cl)=O. Product: [C:19]([C:13]1[C:12]([O:22][CH3:23])=[C:11]([CH:9]([OH:10])[CH2:8][NH:7][C:6](=[O:5])[CH2:34][Cl:33])[C:16]([CH3:17])=[C:15]([Cl:18])[CH:14]=1)(=[O:21])[CH3:20]. The catalyst class is: 258. (4) Reactant: [F:1][C:2]1[CH:3]=[C:4]([CH:7]=[CH:8][C:9]=1F)[CH:5]=[O:6].[CH3:11][S-:12].[Na+].Cl. Product: [F:1][C:2]1[CH:3]=[C:4]([CH:7]=[CH:8][C:9]=1[S:12][CH3:11])[CH:5]=[O:6]. The catalyst class is: 3. (5) Product: [Cl:1][C:2]1[CH:18]=[C:17]([N+:19]([O-:21])=[O:20])[CH:16]=[CH:15][C:3]=1[O:4][C:5]1[CH:13]=[CH:12][CH:11]=[C:10]2[C:6]=1[CH2:7][CH2:8][C:9]2([C:24]([F:27])([F:26])[F:25])[OH:14]. The catalyst class is: 30. Reactant: [Cl:1][C:2]1[CH:18]=[C:17]([N+:19]([O-:21])=[O:20])[CH:16]=[CH:15][C:3]=1[O:4][C:5]1[CH:13]=[CH:12][CH:11]=[C:10]2[C:6]=1[CH2:7][CH2:8][C:9]2=[O:14].C[Si](C)(C)[C:24]([F:27])([F:26])[F:25].[F-].C([N+](CCCC)(CCCC)CCCC)CCC.O1CCCC1.Cl.